This data is from HIV replication inhibition screening data with 41,000+ compounds from the AIDS Antiviral Screen. The task is: Binary Classification. Given a drug SMILES string, predict its activity (active/inactive) in a high-throughput screening assay against a specified biological target. (1) The molecule is NCCCCC(=O)NC(CCCCNC(=O)OCc1ccccc1)C(=O)NCCCCC(=O)NC(CCCCNC(=O)OCc1ccccc1)C(=O)NCCCCC(=O)NC(CCCCNC(=O)OCc1ccccc1)C(=O)NCCCCC(=O)NC(CCCCNC(=O)OCc1ccccc1)C(=O)NCCCCC(=O)NC(CCCCNC(=O)OCc1ccccc1)C(=O)O. The result is 0 (inactive). (2) The drug is CC(=O)Oc1cccc2c1C(=O)C1CC(O)C(O)C3OC(C)(C)OC2(C)C13. The result is 0 (inactive). (3) The drug is O=C1NC(=O)C(C(=O)C(=O)Nc2cc(Cl)ccc2Cl)C(=O)N1. The result is 0 (inactive). (4) The molecule is CC(Cl)=NOC(=O)Nc1ccccc1C(F)(F)F. The result is 0 (inactive). (5) The compound is CC(=NNC(=S)Nc1ccc(S(N)(=O)=O)cc1)c1ccccn1. The result is 0 (inactive). (6) The molecule is CCOC(=O)c1[nH]c2c(OC)n[n+]([O-])cc2c1[N+](=O)[O-]. The result is 0 (inactive). (7) The drug is CC1(C)OC2OC(C(COC(=O)c3ccccc3)OC(=O)c3ccccc3)C(F)C2O1. The result is 0 (inactive). (8) The molecule is C=CCNC(=O)CN(CC(=O)O)C1CCCCC1N(CC(=O)O)CC(=O)O. The result is 0 (inactive). (9) The result is 0 (inactive). The compound is CCc1nc2cc(F)ccc2nc1O.